From a dataset of Reaction yield outcomes from USPTO patents with 853,638 reactions. Predict the reaction yield, written as a fraction of the theoretical maximum amount of product (1.0 means a 100% yield; for example, 0.34 means a 34% yield). (1) The reactants are [C:1]([O:5][C:6](=[O:26])[N:7]([CH2:9][C:10]1[CH:14]=[C:13](Br)[N:12]([S:16]([C:19]2[CH:20]=[N:21][C:22]([CH3:25])=[CH:23][CH:24]=2)(=[O:18])=[O:17])[CH:11]=1)[CH3:8])([CH3:4])([CH3:3])[CH3:2].[F:27][C:28]1[C:33](B(O)O)=[CH:32][CH:31]=[CH:30][N:29]=1.C(=O)([O-])[O-].[Na+].[Na+]. The catalyst is COCCOC.O.C1C=CC([P]([Pd]([P](C2C=CC=CC=2)(C2C=CC=CC=2)C2C=CC=CC=2)([P](C2C=CC=CC=2)(C2C=CC=CC=2)C2C=CC=CC=2)[P](C2C=CC=CC=2)(C2C=CC=CC=2)C2C=CC=CC=2)(C2C=CC=CC=2)C2C=CC=CC=2)=CC=1. The product is [C:1]([O:5][C:6](=[O:26])[N:7]([CH2:9][C:10]1[CH:14]=[C:13]([C:33]2[C:28]([F:27])=[N:29][CH:30]=[CH:31][CH:32]=2)[N:12]([S:16]([C:19]2[CH:20]=[N:21][C:22]([CH3:25])=[CH:23][CH:24]=2)(=[O:18])=[O:17])[CH:11]=1)[CH3:8])([CH3:4])([CH3:3])[CH3:2]. The yield is 0.0100. (2) The reactants are [CH:1]1([C:4]2[NH:8][N:7]=[C:6]([C:9]([O:11][CH2:12][CH3:13])=[O:10])[C:5]=2[CH3:14])[CH2:3][CH2:2]1.[H-].[Na+].Br[CH2:18][C:19]1[C:24]([F:25])=[CH:23][C:22]([O:26][CH2:27][CH3:28])=[CH:21][C:20]=1[F:29].O. The catalyst is C1COCC1. The product is [CH:1]1([C:4]2[N:8]([CH2:18][C:19]3[C:20]([F:29])=[CH:21][C:22]([O:26][CH2:27][CH3:28])=[CH:23][C:24]=3[F:25])[N:7]=[C:6]([C:9]([O:11][CH2:12][CH3:13])=[O:10])[C:5]=2[CH3:14])[CH2:2][CH2:3]1. The yield is 0.890. (3) The reactants are Cl.Cl[CH2:3][CH2:4][N:5]1[CH2:10][CH2:9][O:8][CH2:7][CH2:6]1.C([O-])([O-])=O.[K+].[K+].[CH3:17][S:18]([NH:21][CH2:22][C:23]1[CH:24]=[C:25]2[C:29](=[CH:30][CH:31]=1)[C:28](=[O:32])[N:27]([CH2:33][C:34]([O:36][C:37]([CH3:40])([CH3:39])[CH3:38])=[O:35])[C:26]2=[O:41])(=[O:20])=[O:19]. The catalyst is CN(C=O)C. The product is [O:8]1[CH2:9][CH2:10][N:5]([CH2:4][CH2:3][N:21]([CH2:22][C:23]2[CH:24]=[C:25]3[C:29](=[CH:30][CH:31]=2)[C:28](=[O:32])[N:27]([CH2:33][C:34]([O:36][C:37]([CH3:39])([CH3:38])[CH3:40])=[O:35])[C:26]3=[O:41])[S:18]([CH3:17])(=[O:19])=[O:20])[CH2:6][CH2:7]1. The yield is 0.593.